From a dataset of Full USPTO retrosynthesis dataset with 1.9M reactions from patents (1976-2016). Predict the reactants needed to synthesize the given product. (1) Given the product [CH3:44][O:45][C:46](=[O:55])[CH2:47][C:48]1[CH:49]=[N:50][CH:51]=[C:52]([C:31]2[CH:32]=[CH:33][C:28]([C:3]([CH2:4][CH3:5])([C:6]3[CH:11]=[CH:10][C:9]([C:12]#[C:13][C:14]([O:23][CH2:24][O:25][CH3:26])([C:19]([F:21])([F:22])[F:20])[C:15]([F:17])([F:18])[F:16])=[C:8]([CH3:27])[CH:7]=3)[CH2:1][CH3:2])=[CH:29][C:30]=2[CH3:43])[CH:53]=1, predict the reactants needed to synthesize it. The reactants are: [CH2:1]([C:3]([C:28]1[CH:33]=[CH:32][C:31](B2OC(C)(C)C(C)(C)O2)=[C:30]([CH3:43])[CH:29]=1)([C:6]1[CH:11]=[CH:10][C:9]([C:12]#[C:13][C:14]([O:23][CH2:24][O:25][CH3:26])([C:19]([F:22])([F:21])[F:20])[C:15]([F:18])([F:17])[F:16])=[C:8]([CH3:27])[CH:7]=1)[CH2:4][CH3:5])[CH3:2].[CH3:44][O:45][C:46](=[O:55])[CH2:47][C:48]1[CH:49]=[N:50][CH:51]=[C:52](Br)[CH:53]=1.P([O-])([O-])([O-])=O.[K+].[K+].[K+]. (2) Given the product [CH3:11][O:12][C:13]1[CH:20]=[CH:19][CH:18]=[CH:17][C:14]=1[CH2:15][NH:16][C:2]1[N:10]=[CH:9][CH:8]=[CH:7][C:3]=1[C:4]([OH:6])=[O:5], predict the reactants needed to synthesize it. The reactants are: Cl[C:2]1[N:10]=[CH:9][CH:8]=[CH:7][C:3]=1[C:4]([OH:6])=[O:5].[CH3:11][O:12][C:13]1[CH:20]=[CH:19][CH:18]=[CH:17][C:14]=1[CH2:15][NH2:16].[OH-].[Na+].